Dataset: Choline transporter screen with 302,306 compounds. Task: Binary Classification. Given a drug SMILES string, predict its activity (active/inactive) in a high-throughput screening assay against a specified biological target. (1) The result is 0 (inactive). The compound is S(c1nc(=O)n(c2CCCCc12)CCCN1CCOCC1)CC(=O)Nc1ccc(C(C)C)cc1. (2) The drug is Fc1c(N2CCN(CC2)C(=O)/C=C\c2c([N+]([O-])=O)cccc2)cccc1. The result is 0 (inactive).